From a dataset of Full USPTO retrosynthesis dataset with 1.9M reactions from patents (1976-2016). Predict the reactants needed to synthesize the given product. Given the product [CH3:41][C:42]1[CH:47]=[C:46]([N+:48]([O-:50])=[O:49])[CH:45]=[CH:44][C:43]=1[N:51]=[C:52]1[N:29]([CH2:30][CH:31]([CH3:33])[CH3:32])[C@@H:26]([CH2:25][CH:24]([CH3:34])[CH3:23])[CH2:27][S:53]1, predict the reactants needed to synthesize it. The reactants are: OC[C@@H](N)CC(C)C.COC(=O)[C@H](CC(C)C)N.OCCN.[CH3:23][CH:24]([CH3:34])[CH2:25][C@H:26]([NH:29][CH2:30][CH:31]([CH3:33])[CH3:32])[CH2:27]O.[Cl-].C([NH3+])C(C)C.[CH3:41][C:42]1[CH:47]=[C:46]([N+:48]([O-:50])=[O:49])[CH:45]=[CH:44][C:43]=1[N:51]=[C:52]=[S:53].